Dataset: Forward reaction prediction with 1.9M reactions from USPTO patents (1976-2016). Task: Predict the product of the given reaction. (1) Given the reactants [CH3:1][S:2]([C:5]1[CH:25]=[CH:24][C:8]([CH2:9][N:10]2[CH:19]=[CH:18][C:17]3[C:12](=[CH:13][C:14]([C:20](O)=[O:21])=[CH:15][CH:16]=3)[C:11]2=[O:23])=[CH:7][CH:6]=1)(=[O:4])=[O:3].[CH3:26][O:27][C:28]1[CH:35]=[CH:34][C:31]([CH2:32][NH2:33])=[CH:30][CH:29]=1, predict the reaction product. The product is: [CH3:26][O:27][C:28]1[CH:35]=[CH:34][C:31]([CH2:32][NH:33][C:20]([C:14]2[CH:13]=[C:12]3[C:17]([CH:18]=[CH:19][N:10]([CH2:9][C:8]4[CH:7]=[CH:6][C:5]([S:2]([CH3:1])(=[O:4])=[O:3])=[CH:25][CH:24]=4)[C:11]3=[O:23])=[CH:16][CH:15]=2)=[O:21])=[CH:30][CH:29]=1. (2) The product is: [CH:1]1([C:4]([N:27]2[CH2:28][CH2:29][CH:24]([N:23]([CH3:30])[C:21]([N:19]3[CH:20]=[C:16]([C:13]4[CH:14]=[CH:15][C:10]([O:9][CH3:8])=[C:11]([CH3:31])[CH:12]=4)[N:17]=[CH:18]3)=[O:22])[CH2:25][CH2:26]2)=[O:5])[CH2:3][CH2:2]1. Given the reactants [CH:1]1([C:4](Cl)=[O:5])[CH2:3][CH2:2]1.Cl.[CH3:8][O:9][C:10]1[CH:15]=[CH:14][C:13]([C:16]2[N:17]=[CH:18][N:19]([C:21]([N:23]([CH3:30])[CH:24]3[CH2:29][CH2:28][NH:27][CH2:26][CH2:25]3)=[O:22])[CH:20]=2)=[CH:12][C:11]=1[CH3:31].CCN(C(C)C)C(C)C.O, predict the reaction product. (3) The product is: [CH2:7]([N:14]1[CH2:19][CH2:18][C:17](=[C:23]([C:21]#[N:22])[C:24]([O:26][CH2:27][CH3:28])=[O:25])[CH2:16][CH2:15]1)[C:8]1[CH:13]=[CH:12][CH:11]=[CH:10][CH:9]=1. Given the reactants C(CC([O-])=O)#N.[CH2:7]([N:14]1[CH2:19][CH2:18][C:17](=O)[CH2:16][CH2:15]1)[C:8]1[CH:13]=[CH:12][CH:11]=[CH:10][CH:9]=1.[C:21]([CH2:23][C:24]([O:26][CH2:27][CH3:28])=[O:25])#[N:22].C(O)(=O)C, predict the reaction product.